This data is from Forward reaction prediction with 1.9M reactions from USPTO patents (1976-2016). The task is: Predict the product of the given reaction. (1) Given the reactants C([O-])(O)=O.[Na+].[S:6]1[CH:10]=[CH:9][CH:8]=[C:7]1[CH2:11][C:12](Cl)=[O:13].[C:15]1([S:21][CH2:22][CH2:23][S:24][C:25]2[C:30]([NH2:31])=[CH:29][CH:28]=[CH:27][N:26]=2)[CH:20]=[CH:19][CH:18]=[CH:17][CH:16]=1.CCCCCC, predict the reaction product. The product is: [C:15]1([S:21][CH2:22][CH2:23][S:24][C:25]2[C:30]([NH:31][C:12](=[O:13])[CH2:11][C:7]3[S:6][CH:10]=[CH:9][CH:8]=3)=[CH:29][CH:28]=[CH:27][N:26]=2)[CH:16]=[CH:17][CH:18]=[CH:19][CH:20]=1. (2) Given the reactants C[N:2]1CCOCC1.ClC(OCC(C)C)=O.[CH3:16][C:17]([O:20][C:21]([NH:23][C@H:24]([C:31]([OH:33])=O)[C:25]1[CH:30]=[CH:29][CH:28]=[CH:27][CH:26]=1)=[O:22])([CH3:19])[CH3:18].[NH4+].[OH-], predict the reaction product. The product is: [NH2:2][C:31](=[O:33])[C@@H:24]([NH:23][C:21](=[O:22])[O:20][C:17]([CH3:19])([CH3:18])[CH3:16])[C:25]1[CH:30]=[CH:29][CH:28]=[CH:27][CH:26]=1. (3) Given the reactants [CH3:1][C:2]1[N:7]=[CH:6][CH:5]=[CH:4][N:3]=1.[CH:8](=O)[C:9]1[CH:14]=[CH:13][CH:12]=[CH:11][CH:10]=1, predict the reaction product. The product is: [CH:1](/[C:2]1[N:7]=[CH:6][CH:5]=[CH:4][N:3]=1)=[CH:8]\[C:9]1[CH:14]=[CH:13][CH:12]=[CH:11][CH:10]=1. (4) Given the reactants Cl[C:2]1[CH:7]=[CH:6][N:5]=[C:4]2[CH:8]=[C:9]([C:11]([N:13]3[CH2:17][CH2:16][C@@H:15]([O:18][CH3:19])[CH2:14]3)=[O:12])[S:10][C:3]=12.[CH3:20][NH:21][C:22]([C:24]1[C:25]2[CH:35]=[CH:34][C:33]([OH:36])=[CH:32][C:26]=2[O:27][C:28]=1[CH:29]([CH3:31])[CH3:30])=[O:23].C([O-])([O-])=O.[Cs+].[Cs+], predict the reaction product. The product is: [CH3:20][NH:21][C:22]([C:24]1[C:25]2[CH:35]=[CH:34][C:33]([O:36][C:2]3[CH:7]=[CH:6][N:5]=[C:4]4[CH:8]=[C:9]([C:11]([N:13]5[CH2:17][CH2:16][CH:15]([O:18][CH3:19])[CH2:14]5)=[O:12])[S:10][C:3]=34)=[CH:32][C:26]=2[O:27][C:28]=1[CH:29]([CH3:31])[CH3:30])=[O:23]. (5) Given the reactants [OH:1][CH2:2][CH2:3][CH2:4][N:5]([CH2:18][C:19]([F:22])([F:21])[F:20])[C:6]1[CH:13]=[CH:12][C:9]([C:10]#[N:11])=[C:8]([C:14]([F:17])([F:16])[F:15])[CH:7]=1.[C:23]([C:27]1[CH:32]=[CH:31][C:30](O)=[CH:29][CH:28]=1)([CH3:26])([CH3:25])[CH3:24], predict the reaction product. The product is: [CH3:24][C:23]([C:27]1[CH:32]=[CH:31][C:30]([O:1][CH2:2][CH2:3][CH2:4][N:5]([CH2:18][C:19]([F:20])([F:21])[F:22])[C:6]2[CH:13]=[CH:12][C:9]([C:10]#[N:11])=[C:8]([C:14]([F:16])([F:15])[F:17])[CH:7]=2)=[CH:29][CH:28]=1)([CH3:26])[CH3:25]. (6) Given the reactants C(OC(O[C:12]([CH3:15])([CH3:14])[CH3:13])=O)(O[C:12]([CH3:15])([CH3:14])[CH3:13])=O.Cl.Cl.[NH2:18][C:19]1[C:23]([NH2:24])=[CH:22][S:21][CH:20]=1.[CH2:25](N(CC)CC)C.[OH2:32], predict the reaction product. The product is: [NH2:18][C:19]1[C:23]([NH:24][C:25]([C:12]([CH3:13])([CH3:14])[CH3:15])=[O:32])=[CH:22][S:21][CH:20]=1.